From a dataset of Forward reaction prediction with 1.9M reactions from USPTO patents (1976-2016). Predict the product of the given reaction. (1) Given the reactants [O:1]1[CH:5]=[CH:4][CH:3]=[C:2]1/[CH:6]=[CH:7]/[CH:8]([N:25]([OH:28])[CH:26]=[O:27])[CH2:9][S:10]([N:13]1[CH2:22][CH2:21][C:20]2[C:15](=[CH:16][C:17]([O:23][CH3:24])=[CH:18][CH:19]=2)[CH2:14]1)(=[O:12])=[O:11].[H][H], predict the reaction product. The product is: [OH:28][N:25]([CH:8]([CH2:9][S:10]([N:13]1[CH2:22][CH2:21][C:20]2[C:15](=[CH:16][C:17]([O:23][CH3:24])=[CH:18][CH:19]=2)[CH2:14]1)(=[O:11])=[O:12])[CH2:7][CH2:6][CH:2]1[CH2:3][CH2:4][CH2:5][O:1]1)[CH:26]=[O:27]. (2) Given the reactants [CH3:1][O:2][C:3]1[CH:8]=[CH:7][C:6]([N:9]2[C:13]([C:14]3[C:15]([O:20][CH3:21])=[N:16][CH:17]=[CH:18][CH:19]=3)=[CH:12][C:11]([CH:22]3[CH2:27][CH2:26][NH:25][CH2:24][CH2:23]3)=[N:10]2)=[CH:5][CH:4]=1.ClC(Cl)(O[C:32](=[O:38])OC(Cl)(Cl)Cl)Cl.C(N(CC)CC)C.Cl.[CH3:48][NH:49][OH:50], predict the reaction product. The product is: [CH3:1][O:2][C:3]1[CH:4]=[CH:5][C:6]([N:9]2[C:13]([C:14]3[C:15]([O:20][CH3:21])=[N:16][CH:17]=[CH:18][CH:19]=3)=[CH:12][C:11]([CH:22]3[CH2:27][CH2:26][N:25]([C:32](=[O:38])[N:49]([OH:50])[CH3:48])[CH2:24][CH2:23]3)=[N:10]2)=[CH:7][CH:8]=1. (3) Given the reactants FC1C=CC([NH:8][C:9](=[O:35])[NH:10][C:11]2[CH:16]=[CH:15][C:14]([C:17]3[CH:18]=[C:19]4[C:23](=[CH:24][CH:25]=3)[C:22](=[O:26])[N:21]([C@@H:27]([CH:32]([CH3:34])[CH3:33])[C:28]([O:30][CH3:31])=[O:29])[CH2:20]4)=[CH:13][CH:12]=2)=CC=1.NC1C=CC(C2C=C3C(=CC=2)C(=O)N([C@@H](C(C)C)C(OC)=O)C3)=CC=1.[F:61][C:62]1[CH:63]=[C:64](N=C=O)[CH:65]=[CH:66][CH:67]=1, predict the reaction product. The product is: [F:61][C:62]1[CH:67]=[C:66]([NH:8][C:9](=[O:35])[NH:10][C:11]2[CH:16]=[CH:15][C:14]([C:17]3[CH:18]=[C:19]4[C:23](=[CH:24][CH:25]=3)[C:22](=[O:26])[N:21]([C@@H:27]([CH:32]([CH3:33])[CH3:34])[C:28]([O:30][CH3:31])=[O:29])[CH2:20]4)=[CH:13][CH:12]=2)[CH:65]=[CH:64][CH:63]=1. (4) Given the reactants [CH3:1][O:2][C:3](=[O:23])[C:4]1[CH:9]=[C:8]([NH2:10])[C:7]([NH:11][CH3:12])=[CH:6][C:5]=1[N:13]1[CH2:18][CH2:17][CH:16]([C:19]([F:22])([F:21])[F:20])[CH2:15][CH2:14]1.[Cl:24][C:25]1[C:38]([N:39]=[C:40]=S)=[C:37]([Cl:42])[CH:36]=[CH:35][C:26]=1[CH2:27][NH:28][C:29](=[O:34])[C:30]([CH3:33])([CH3:32])[CH3:31].[CH3:43]C(C)N=C=NC(C)C, predict the reaction product. The product is: [CH2:1]([O:2][C:3]([C:4]1[C:5]([N:13]2[CH2:14][CH2:15][CH:16]([C:19]([F:21])([F:20])[F:22])[CH2:17][CH2:18]2)=[CH:6][C:7]2[N:11]([CH3:12])[C:40]([NH:39][C:38]3[C:37]([Cl:42])=[CH:36][CH:35]=[C:26]([CH2:27][NH:28][C:29](=[O:34])[C:30]([CH3:33])([CH3:32])[CH3:31])[C:25]=3[Cl:24])=[N:10][C:8]=2[CH:9]=1)=[O:23])[CH3:43]. (5) Given the reactants C([O:4][C:5]1[CH:10]=[CH:9][C:8]([O:11][CH2:12][CH2:13][O:14][CH2:15][CH2:16][O:17][CH2:18][CH2:19][O:20][CH2:21][CH2:22][CH2:23][CH2:24][CH2:25][CH2:26][CH2:27][CH2:28][CH2:29][CH:30]=[CH2:31])=[CH:7][CH:6]=1)(=O)C.C(O)(=O)C.NN, predict the reaction product. The product is: [CH2:21]([O:20][CH2:19][CH2:18][O:17][CH2:16][CH2:15][O:14][CH2:13][CH2:12][O:11][C:8]1[CH:9]=[CH:10][C:5]([OH:4])=[CH:6][CH:7]=1)[CH2:22][CH2:23][CH2:24][CH2:25][CH2:26][CH2:27][CH2:28][CH2:29][CH:30]=[CH2:31]. (6) Given the reactants [Cl:1][C:2]1[CH:3]=[C:4]([CH:6]=[CH:7][CH:8]=1)[NH2:5].[C:9]([C:16](OCC)=[O:17])#[C:10][C:11]([O:13][CH2:14][CH3:15])=[O:12], predict the reaction product. The product is: [Cl:1][C:2]1[CH:3]=[C:4]2[C:6]([C:16](=[O:17])[CH2:9][C:10]([C:11]([O:13][CH2:14][CH3:15])=[O:12])=[N:5]2)=[CH:7][CH:8]=1. (7) Given the reactants [Cl:1][C:2]1[C:3]([NH:8][C:9]([N:11]2[CH2:16][CH2:15][N:14](C(OC(C)(C)C)=O)[CH2:13][CH2:12]2)=[O:10])=[N:4][CH:5]=[CH:6][N:7]=1.[ClH:24].CCOC(C)=O, predict the reaction product. The product is: [ClH:1].[ClH:24].[Cl:1][C:2]1[C:3]([NH:8][C:9]([N:11]2[CH2:16][CH2:15][NH:14][CH2:13][CH2:12]2)=[O:10])=[N:4][CH:5]=[CH:6][N:7]=1. (8) Given the reactants [C:1](Cl)(=[O:5])[C:2](Cl)=[O:3].[CH:7]1[CH:8]=[C:9]([O:16][C:17]2[CH:24]=[CH:23][C:20]([C:21]#[N:22])=[CH:19][CH:18]=2)[N:10]2[C:15]=1[CH:14]=[CH:13][CH:12]=[CH:11]2.[NH2:25][C:26]1[S:30][N:29]=[C:28]([CH3:31])[CH:27]=1, predict the reaction product. The product is: [C:21]([C:20]1[CH:23]=[CH:24][C:17]([O:16][C:9]2[N:10]3[C:15]([CH:14]=[CH:13][CH:12]=[CH:11]3)=[C:7]([C:1](=[O:5])[C:2]([NH:25][C:26]3[S:30][N:29]=[C:28]([CH3:31])[CH:27]=3)=[O:3])[CH:8]=2)=[CH:18][CH:19]=1)#[N:22].